This data is from Full USPTO retrosynthesis dataset with 1.9M reactions from patents (1976-2016). The task is: Predict the reactants needed to synthesize the given product. (1) Given the product [CH2:4]([O:3][C:1]([N:11]1[CH2:18][CH2:17][CH:16]([O:19][CH3:22])[CH:12]1[C:13]([OH:15])=[O:14])=[O:2])[C:5]1[CH:6]=[CH:7][CH:8]=[CH:9][CH:10]=1, predict the reactants needed to synthesize it. The reactants are: [C:1]([N:11]1[CH2:18][CH2:17][CH:16]([OH:19])[C@H:12]1[C:13]([OH:15])=[O:14])([O:3][CH2:4][C:5]1[CH:10]=[CH:9][CH:8]=[CH:7][CH:6]=1)=[O:2].[H-].[Na+].[CH3:22]I. (2) The reactants are: [C:1]1([CH2:7][CH2:8][CH2:9][CH2:10][C:11]2[O:12][C:13]3[C:22]4[C:21](=[CH:23][C:24]#[N:25])[CH2:20][CH2:19][C:18]=4[CH:17]=[CH:16][C:14]=3[N:15]=2)[CH:6]=[CH:5][CH:4]=[CH:3][CH:2]=1.N.C(O)C. Given the product [C:1]1([CH2:7][CH2:8][CH2:9][CH2:10][C:11]2[O:12][C:13]3[C:22]4[C:21](=[CH:23][CH2:24][NH2:25])[CH2:20][CH2:19][C:18]=4[CH:17]=[CH:16][C:14]=3[N:15]=2)[CH:6]=[CH:5][CH:4]=[CH:3][CH:2]=1, predict the reactants needed to synthesize it. (3) Given the product [Cl:6][CH:7]([CH:8]=[O:9])[C:1]([O:3][CH2:4][CH3:5])=[O:2], predict the reactants needed to synthesize it. The reactants are: [CH:1]([O:3][CH2:4][CH3:5])=[O:2].[Cl:6][CH2:7][C:8](OCC)=[O:9].CC(C)([O-])C.[K+]. (4) Given the product [F:3][C:4]1[C:12]([O:13][CH3:14])=[C:11]([F:15])[CH:10]=[C:9]2[C:5]=1[C:6]([CH2:17][C:18]([OH:20])=[O:19])=[C:7]([CH3:16])[NH:8]2, predict the reactants needed to synthesize it. The reactants are: [OH-].[Na+].[F:3][C:4]1[C:12]([O:13][CH3:14])=[C:11]([F:15])[CH:10]=[C:9]2[C:5]=1[C:6]([CH2:17][C:18]([O:20]CC)=[O:19])=[C:7]([CH3:16])[NH:8]2. (5) Given the product [CH:21]([S:23][C:2]1[CH:10]=[CH:6][C:5]([N+:11]([O-:13])=[O:12])=[CH:4][C:3]=1[C:14]([OH:15])=[O:17])([CH3:22])[CH3:20], predict the reactants needed to synthesize it. The reactants are: F[C:2]1[CH:3]=[CH:4][C:5]([N+:11]([O-:13])=[O:12])=[C:6]([CH:10]=1)C(O)=O.[C:14](=[O:17])([O-])[O-:15].[Cs+].[Cs+].[CH3:20][CH:21]([SH:23])[CH3:22].Cl. (6) The reactants are: Cl[CH2:2][CH2:3][CH2:4][O:5][C:6]1[CH:11]=[CH:10][C:9]([C:12]2[S:13][C:14]3[CH2:19][CH:18]([NH:20][C:21](=[O:30])[O:22][CH2:23][C:24]4[CH:29]=[CH:28][CH:27]=[CH:26][CH:25]=4)[CH2:17][C:15]=3[N:16]=2)=[CH:8][CH:7]=1.C(=O)([O-])[O-].[K+].[K+].[I-].[Na+].[CH3:39][CH:40]1[CH2:44][CH2:43][CH2:42][NH:41]1. Given the product [CH3:39][CH:40]1[CH2:44][CH2:43][CH2:42][N:41]1[CH2:2][CH2:3][CH2:4][O:5][C:6]1[CH:11]=[CH:10][C:9]([C:12]2[S:13][C:14]3[CH2:19][CH:18]([NH:20][C:21](=[O:30])[O:22][CH2:23][C:24]4[CH:29]=[CH:28][CH:27]=[CH:26][CH:25]=4)[CH2:17][C:15]=3[N:16]=2)=[CH:8][CH:7]=1, predict the reactants needed to synthesize it. (7) Given the product [C:36]([O:1][C@@H:2]([C:28]1[S:29][CH:30]=[C:31]([C:33]([OH:35])=[O:34])[N:32]=1)[CH2:3][C@@H:4]([N:8]([CH2:25][CH2:26][CH3:27])[C:9](=[O:24])[C@@H:10]([NH:14][C:15]([C@H:17]1[CH2:22][CH2:21][CH2:20][CH2:19][N:18]1[CH3:23])=[O:16])[CH:11]([CH3:12])[CH3:13])[CH:5]([CH3:7])[CH3:6])(=[O:38])[CH3:37], predict the reactants needed to synthesize it. The reactants are: [OH:1][C@@H:2]([C:28]1[S:29][CH:30]=[C:31]([C:33]([OH:35])=[O:34])[N:32]=1)[CH2:3][C@@H:4]([N:8]([CH2:25][CH2:26][CH3:27])[C:9](=[O:24])[C@@H:10]([NH:14][C:15]([C@H:17]1[CH2:22][CH2:21][CH2:20][CH2:19][N:18]1[CH3:23])=[O:16])[CH:11]([CH3:13])[CH3:12])[CH:5]([CH3:7])[CH3:6].[C:36](OC(=O)C)(=[O:38])[CH3:37].O.C1COCC1.